Dataset: Forward reaction prediction with 1.9M reactions from USPTO patents (1976-2016). Task: Predict the product of the given reaction. (1) Given the reactants [N:1]1[C:10]2[C:5](=[CH:6][CH:7]=[CH:8][CH:9]=2)[C:4]([CH:11](O)C)=C[CH:2]=1.CN1C2C=CC=[C:19]([CH:24]=[O:25])C=2C=C1.C[Mg]I.C(OCC)C, predict the reaction product. The product is: [CH3:2][N:1]1[C:10]2[C:5](=[C:6]([CH:24]([OH:25])[CH3:19])[CH:7]=[CH:8][CH:9]=2)[CH:4]=[CH:11]1. (2) Given the reactants NC(N)=O.S(=NC(N)=O)(=O)=O.[NH2:12][C:13]1[CH:18]=[CH:17][C:16]([N:19]2[C:24](=[O:25])[C:23]3[CH:26]=[C:27]([F:32])[C:28]([NH:30][CH3:31])=[CH:29][C:22]=3[O:21][CH2:20]2)=[CH:15][CH:14]=1.C([O:35][C:36](=O)[NH:37][S:38]([C:41]1[S:42][C:43]([CH3:46])=[CH:44][CH:45]=1)(=[O:40])=[O:39])C, predict the reaction product. The product is: [CH3:46][C:43]1[S:42][C:41]([S:38]([NH:37][C:36]([NH:12][C:13]2[CH:14]=[CH:15][C:16]([N:19]3[C:24](=[O:25])[C:23]4[CH:26]=[C:27]([F:32])[C:28]([NH:30][CH3:31])=[CH:29][C:22]=4[O:21][CH2:20]3)=[CH:17][CH:18]=2)=[O:35])(=[O:39])=[O:40])=[CH:45][CH:44]=1. (3) Given the reactants [CH2:1]([N:3]([CH2:16][CH3:17])[C:4](=[O:15])[C:5]1[CH:10]=[CH:9][C:8](F)=[C:7]([N+:12]([O-:14])=[O:13])[CH:6]=1)[CH3:2].[CH:18]1([CH2:24][NH2:25])[CH2:23][CH2:22][CH2:21][CH2:20][CH2:19]1, predict the reaction product. The product is: [CH:18]1([CH2:24][NH:25][C:8]2[CH:9]=[CH:10][C:5]([C:4]([N:3]([CH2:16][CH3:17])[CH2:1][CH3:2])=[O:15])=[CH:6][C:7]=2[N+:12]([O-:14])=[O:13])[CH2:23][CH2:22][CH2:21][CH2:20][CH2:19]1. (4) Given the reactants C1(C(C)C([O:10][C:11]2[C:20]3[C:15](=[N:16][CH:17]=[CH:18][CH:19]=3)[N:14]([C:21]3[CH:26]=[CH:25][CH:24]=[C:23]([C:27]([F:30])([F:29])[F:28])[CH:22]=3)[C:13](=[O:31])[CH:12]=2)=O)C=CC=CC=1.[CH2:33](N(CC)CC)C.[C-]#N.[K+].C1[O:60][CH2:59][CH2:58]OCCOCCOCCOCCOC1.[C:61]1(C)[CH:66]=[CH:65][CH:64]=[CH:63][CH:62]=1, predict the reaction product. The product is: [OH:10][C:11]1[C:20]2[C:15](=[N:16][CH:17]=[CH:18][CH:19]=2)[N:14]([C:21]2[CH:26]=[CH:25][CH:24]=[C:23]([C:27]([F:29])([F:30])[F:28])[CH:22]=2)[C:13](=[O:31])[C:12]=1[C:59](=[O:60])[CH:58]([C:61]1[CH:66]=[CH:65][CH:64]=[CH:63][CH:62]=1)[CH3:33]. (5) Given the reactants [F:1][C:2]1[CH:3]=[C:4]([C@H:9]2[N:14]([CH2:15][C:16](O)=[O:17])[C:13](=[O:19])[C:12]3([CH2:25][O:24][CH2:23][CH2:22][O:21][CH2:20]3)[N:11]([CH3:26])[CH2:10]2)[CH:5]=[C:6]([F:8])[CH:7]=1.[NH2:27][C:28]1[CH:29]=[C:30]2[C:43](=[CH:44][CH:45]=1)[CH2:42][C@:32]1([C:40]3[C:35](=[N:36][CH:37]=[CH:38][CH:39]=3)[NH:34][C:33]1=[O:41])[CH2:31]2.Cl.C(N=C=NCCCN(C)C)C.C1C=CC2N(O)N=NC=2C=1, predict the reaction product. The product is: [F:1][C:2]1[CH:3]=[C:4]([C@H:9]2[N:14]([CH2:15][C:16]([NH:27][C:28]3[CH:29]=[C:30]4[C:43](=[CH:44][CH:45]=3)[CH2:42][C@:32]3([C:40]5[C:35](=[N:36][CH:37]=[CH:38][CH:39]=5)[NH:34][C:33]3=[O:41])[CH2:31]4)=[O:17])[C:13](=[O:19])[C:12]3([CH2:25][O:24][CH2:23][CH2:22][O:21][CH2:20]3)[N:11]([CH3:26])[CH2:10]2)[CH:5]=[C:6]([F:8])[CH:7]=1.